Dataset: Forward reaction prediction with 1.9M reactions from USPTO patents (1976-2016). Task: Predict the product of the given reaction. (1) Given the reactants [F:1][C:2]1[CH:11]=[C:10]2[C:5]([CH:6]=[CH:7][NH:8][C:9]2=[O:12])=[CH:4][C:3]=1[O:13][CH3:14].CS(O)(=O)=O.[CH3:20][OH:21], predict the reaction product. The product is: [F:1][C:2]1[CH:11]=[C:10]2[C:5]([C:6]([O:21][CH3:20])=[CH:7][NH:8][C:9]2=[O:12])=[CH:4][C:3]=1[O:13][CH3:14]. (2) Given the reactants C(OC([N:8]1[CH2:13][CH2:12][CH:11]([CH2:14][NH:15][S:16]([C:19]2[CH:24]=[CH:23][CH:22]=[C:21]([S:25](=[O:42])(=[O:41])[NH:26][C:27]3[CH:32]=[CH:31][C:30]([N:33]([CH3:35])[CH3:34])=[C:29]([C:36]4[O:37][CH:38]=[CH:39][CH:40]=4)[CH:28]=3)[CH:20]=2)(=[O:18])=[O:17])[CH2:10][CH2:9]1)=O)(C)(C)C.FC(F)(F)C(O)=O, predict the reaction product. The product is: [CH3:34][N:33]([CH3:35])[C:30]1[CH:31]=[CH:32][C:27]([NH:26][S:25]([C:21]2[CH:20]=[C:19]([S:16]([NH:15][CH2:14][CH:11]3[CH2:12][CH2:13][NH:8][CH2:9][CH2:10]3)(=[O:18])=[O:17])[CH:24]=[CH:23][CH:22]=2)(=[O:42])=[O:41])=[CH:28][C:29]=1[C:36]1[O:37][CH:38]=[CH:39][CH:40]=1. (3) Given the reactants [CH3:1][C:2]([C:4]1[C:9](=[O:10])[C@@:8]2([CH3:23])[C:11]3[C:16]([O:17][C:7]2=[CH:6][C:5]=1[OH:24])=[C:15]([C:18]([NH2:20])=[O:19])[C:14]([OH:21])=[CH:13][C:12]=3[OH:22])=[O:3].CI.[C:27](=O)([O-])[O-].[K+].[K+], predict the reaction product. The product is: [C:2]([C:4]1[C:9](=[O:10])[C@@:8]2([CH3:23])[C:11]3[C:12]([OH:22])=[CH:13][C:14]([O:21][CH3:27])=[C:15]([C:18]([NH2:20])=[O:19])[C:16]=3[O:17][C:7]2=[CH:6][C:5]=1[OH:24])(=[O:3])[CH3:1]. (4) Given the reactants [NH2:1][C:2]1[N:6]([C:7]2[CH:12]=[CH:11][CH:10]=[CH:9][CH:8]=2)[N:5]=[CH:4][C:3]=1[C:13]([OH:15])=O.CCN(C(C)C)C(C)C.CN(C(ON1N=NC2C=CC=NC1=2)=[N+](C)C)C.F[P-](F)(F)(F)(F)F.[NH2:49][CH2:50][C@:51]([OH:69])([CH2:56][C:57]([C:60]1[C:68]2[O:67][CH2:66][CH2:65][C:64]=2[CH:63]=[CH:62][CH:61]=1)([CH3:59])[CH3:58])[C:52]([F:55])([F:54])[F:53], predict the reaction product. The product is: [NH2:1][C:2]1[N:6]([C:7]2[CH:8]=[CH:9][CH:10]=[CH:11][CH:12]=2)[N:5]=[CH:4][C:3]=1[C:13]([NH:49][CH2:50][C@@:51]([OH:69])([C:52]([F:53])([F:54])[F:55])[CH2:56][C:57]([C:60]1[C:68]2[O:67][CH2:66][CH2:65][C:64]=2[CH:63]=[CH:62][CH:61]=1)([CH3:58])[CH3:59])=[O:15]. (5) Given the reactants [CH3:1][CH:2]([CH2:9][CH2:10][CH2:11][CH2:12][N:13]=[C:14]=[O:15])[C:3]([CH3:8])([CH3:7])[N:4]=[C:5]=[O:6].[O:16]1[CH2:20][CH2:19][CH2:18][CH2:17]1.[CH:21]([O:23][CH2:24][CH2:25][CH2:26][CH2:27][OH:28])=[CH2:22].[N-]=[C:30]=[O:31].[CH3:32]O, predict the reaction product. The product is: [CH3:1][CH:2]([CH2:9][CH2:10][CH2:11][CH2:12][NH:13][C:14](=[O:15])[O:16][CH2:20][CH2:19][CH2:18][CH2:17][O:31][CH:30]=[CH2:32])[C:3]([CH3:7])([CH3:8])[NH:4][C:5](=[O:6])[O:28][CH2:27][CH2:26][CH2:25][CH2:24][O:23][CH:21]=[CH2:22]. (6) Given the reactants [F:1][C:2]([F:19])([F:18])[C:3]1[S:12][C:11]2[NH:10][C:9]3[CH:13]=[CH:14][CH:15]=[CH:16][C:8]=3[NH:7][C:6](=S)[C:5]=2[N:4]=1.FC(F)(F)S(OC)(=O)=O.[F:29][C:30]1[CH:35]=[CH:34][C:33]([CH2:36][CH2:37][C@H:38]2[CH2:43][NH:42][CH2:41][CH2:40][NH:39]2)=[CH:32][CH:31]=1, predict the reaction product. The product is: [F:29][C:30]1[CH:35]=[CH:34][C:33]([CH2:36][CH2:37][C@@H:38]2[NH:39][CH2:40][CH2:41][N:42]([C:6]3[C:5]4[N:4]=[C:3]([C:2]([F:19])([F:18])[F:1])[S:12][C:11]=4[NH:10][C:9]4[CH:13]=[CH:14][CH:15]=[CH:16][C:8]=4[N:7]=3)[CH2:43]2)=[CH:32][CH:31]=1.